This data is from Reaction yield outcomes from USPTO patents with 853,638 reactions. The task is: Predict the reaction yield, written as a fraction of the theoretical maximum amount of product (1.0 means a 100% yield; for example, 0.34 means a 34% yield). (1) The reactants are Br[CH2:2][C:3]1[N:8]=[C:7]2[N:9]=[C:10]([C:12]3[CH:17]=[CH:16][CH:15]=[C:14]([N+:18]([O-:20])=[O:19])[CH:13]=3)[O:11][C:6]2=[CH:5][CH:4]=1.CCN(CC)CC.[C:28]([N:35]1[CH2:40][CH2:39][NH:38][CH2:37][CH2:36]1)([O:30][C:31]([CH3:34])([CH3:33])[CH3:32])=[O:29]. The catalyst is CC#N. The product is [C:31]([O:30][C:28]([N:35]1[CH2:40][CH2:39][N:38]([CH2:2][C:3]2[N:8]=[C:7]3[N:9]=[C:10]([C:12]4[CH:17]=[CH:16][CH:15]=[C:14]([N+:18]([O-:20])=[O:19])[CH:13]=4)[O:11][C:6]3=[CH:5][CH:4]=2)[CH2:37][CH2:36]1)=[O:29])([CH3:34])([CH3:32])[CH3:33]. The yield is 1.00. (2) The reactants are Br[C:2]1[CH:3]=[C:4]([N:10]2[C:14]3=[N:15][CH:16]=[CH:17][CH:18]=[C:13]3[C:12]([C:19]([NH2:21])=[O:20])=[N:11]2)[CH:5]=[C:6]([O:8][CH3:9])[CH:7]=1.[C:22]([C@:24]1([OH:31])[CH2:28][CH2:27][N:26]([CH3:29])[C:25]1=[O:30])#[CH:23]. No catalyst specified. The product is [OH:31][C@@:24]1([C:22]#[C:23][C:2]2[CH:3]=[C:4]([N:10]3[C:14]4=[N:15][CH:16]=[CH:17][CH:18]=[C:13]4[C:12]([C:19]([NH2:21])=[O:20])=[N:11]3)[CH:5]=[C:6]([O:8][CH3:9])[CH:7]=2)[CH2:28][CH2:27][N:26]([CH3:29])[C:25]1=[O:30]. The yield is 0.540. (3) The reactants are CC1(C)CCCC(C)(C)N1.[Li]CCCC.[Cl:16][C:17]1[C:22](I)=[CH:21][C:20]([C:24]([F:27])([F:26])[F:25])=[CH:19][N:18]=1.ClC1C=C([I:35])C(C(F)(F)F)=CN=1. The catalyst is C1COCC1.II. The product is [Cl:16][C:17]1[N:18]=[C:19]([I:35])[C:20]([C:24]([F:27])([F:26])[F:25])=[CH:21][CH:22]=1. The yield is 0.320.